From a dataset of Experimentally validated miRNA-target interactions with 360,000+ pairs, plus equal number of negative samples. Binary Classification. Given a miRNA mature sequence and a target amino acid sequence, predict their likelihood of interaction. (1) The miRNA is hsa-miR-6780b-3p with sequence UCCCUUGUCUCCUUUCCCUAG. The protein sequence of the target gene is MTVKAEAARSTLTYSRMRGMVAILIAFMKQRRMGLNDFIQKIASNTYACKHAEVQSILKMSHPQEPELMNANPSPPPSPSQQINLGPSSNPHAKPSDFHFLKVIGKGSFGKVLLARHKAEEVFYAVKVLQKKAILKKKEEKHIMSERNVLLKNVKHPFLVGLHFSFQTADKLYFVLDYINGGELFYHLQRERCFLEPRARFYAAEIASALGYLHSLNIVYRDLKPENILLDSQGHIVLTDFGLCKENIEHNGTTSTFCGTPEYLAPEVLHKQPYDRTVDWWCLGAVLYEMLYGLPPFYSR.... Result: 0 (no interaction). (2) The miRNA is hsa-miR-8080 with sequence GAAGGACACUGGUGUCAACGGCU. The protein sequence of the target gene is MSATIEREFEELDAQCRWQPLYLEIRNESHDYPHRVAKFPENRNRNRYRDVSPYDHSRVKLQSTENDYINASLVDIEEAQRSYILTQGPLPNTCCHFWLMVWQQKTKAVVMLNRTVEKESVKCAQYWPTDDREMVFKETGFSVKLLSEDVKSYYTVHLLQLENINTGETRTISHFHYTTWPDFGVPESPASFLNFLFKVRESGCLTPDHGPAVIHCSAGIGRSGTFSLVDTCLVLMEKGEDVNVKQLLLNMRKYRMGLIQTPDQLRFSYMAIIEGAKYTKGDSNIQKRWKELSKEDLSPI.... Result: 0 (no interaction). (3) The miRNA is mmu-miR-7017-5p with sequence AGAGGGUUGUGAGACUAGGGCUGU. The protein sequence of the target gene is MAAVRGVRVVGSSPGLLLGRGMRAFLLLLWLAARGSALYFHIGETEKKCFIEEIPDETMVIGNYRTQLYDKQREEYQPATPGLGMFVEVKDPEDKVILARQYGSEGRFTFTSHTPGEHQICLHSNSTKFSLFAGGMLRVHLDIQVGEHANDYAEIAAKDKLSELQLRVRQLVEQVEQIQKEQNYQRWREERFRQTSESTNQRVLWWSILQTLILVAIGVWQMRHLKSFFEAKKLV. Result: 0 (no interaction).